Dataset: Full USPTO retrosynthesis dataset with 1.9M reactions from patents (1976-2016). Task: Predict the reactants needed to synthesize the given product. (1) The reactants are: [Cl:1][C:2]1[C:12]2[CH2:11][CH2:10][CH2:9][C:8]([C:13]3[CH:18]=[CH:17][CH:16]=[CH:15][CH:14]=3)=[C:7]([C:19]#[C:20][CH2:21][CH2:22][CH2:23][CH2:24][OH:25])[C:6]=2[CH:5]=[CH:4][C:3]=1[O:26][CH3:27].[OH-].[K+]. Given the product [Cl:1][C:2]1[C:12]2[CH2:11][CH2:10][CH2:9][C:8]([C:13]3[CH:14]=[CH:15][CH:16]=[CH:17][CH:18]=3)=[C:7]([CH2:19][CH2:20][CH2:21][CH2:22][CH2:23][CH2:24][OH:25])[C:6]=2[CH:5]=[CH:4][C:3]=1[O:26][CH3:27], predict the reactants needed to synthesize it. (2) Given the product [C:26]([C:25]1[CH:29]=[CH:30][C:31]([C:2]2[CH:3]=[CH:4][C:5]3[O:9][C:8]([CH:10]4[CH2:15][CH2:14][N:13]([C:16]([O:18][CH:19]([CH3:21])[CH3:20])=[O:17])[CH2:12][CH2:11]4)=[N:7][C:6]=3[CH:22]=2)=[CH:32][C:24]=1[Cl:23])(=[O:27])[NH2:28], predict the reactants needed to synthesize it. The reactants are: Br[C:2]1[CH:3]=[CH:4][C:5]2[O:9][C:8]([CH:10]3[CH2:15][CH2:14][N:13]([C:16]([O:18][CH:19]([CH3:21])[CH3:20])=[O:17])[CH2:12][CH2:11]3)=[N:7][C:6]=2[CH:22]=1.[Cl:23][C:24]1[CH:32]=[C:31](B2OC(C)(C)C(C)(C)O2)[CH:30]=[CH:29][C:25]=1[C:26]([NH2:28])=[O:27]. (3) Given the product [CH2:21]([O:28][CH2:29][CH2:30][CH:31]([OH:32])[C:6]([CH3:7])([CH3:8])[C:14]#[N:17])[C:22]1[CH:27]=[CH:26][CH:25]=[CH:24][CH:23]=1, predict the reactants needed to synthesize it. The reactants are: [Li+].CC([N-][CH:6]([CH3:8])[CH3:7])C.C([Li])CCC.[CH:14]([NH:17]C(C)C)(C)C.[CH2:21]([O:28][CH2:29][CH2:30][CH:31]=[O:32])[C:22]1[CH:27]=[CH:26][CH:25]=[CH:24][CH:23]=1.S(=O)(=O)(O)O. (4) The reactants are: [CH3:1][C:2]1[C:3]([C:8](=[O:10])[CH3:9])=[N:4][CH:5]=[CH:6][N:7]=1.N1C(C)=CC=CC=1C.FC(F)(F)S(O[Si](C)(C)C)(=O)=O.[Br:31]N1C(=O)CCC1=O. Given the product [Br:31][CH2:9][C:8]([C:3]1[C:2]([CH3:1])=[N:7][CH:6]=[CH:5][N:4]=1)=[O:10], predict the reactants needed to synthesize it. (5) Given the product [Cl:39][C:38]1[CH:37]=[CH:36][C:35]([CH2:40][C:41]([CH3:50])([CH3:49])[C:42]([O:44][C:45]([CH3:47])([CH3:46])[CH3:48])=[O:43])=[CH:34][C:33]=1[NH:32][C:9](=[O:11])[C@H:8]([C:5]1[CH:4]=[CH:3][C:2]([Cl:1])=[CH:7][CH:6]=1)[C@@H:12]([CH3:17])[C:13]([F:16])([F:15])[F:14], predict the reactants needed to synthesize it. The reactants are: [Cl:1][C:2]1[CH:7]=[CH:6][C:5]([C@H:8]([C@@H:12]([CH3:17])[C:13]([F:16])([F:15])[F:14])[C:9]([OH:11])=O)=[CH:4][CH:3]=1.ClC(N(C)C)=C(C)C.N1C=CC=CC=1.[NH2:32][C:33]1[CH:34]=[C:35]([CH2:40][C:41]([CH3:50])([CH3:49])[C:42]([O:44][C:45]([CH3:48])([CH3:47])[CH3:46])=[O:43])[CH:36]=[CH:37][C:38]=1[Cl:39]. (6) Given the product [NH:16]1[C:15]2[CH:26]=[CH:27][C:12]([CH2:11][N:8]3[C:6]4[N:7]=[C:2]([NH2:1])[N:3]=[C:4]([C:28]5[O:29][CH:30]=[CH:31][CH:32]=5)[C:5]=4[N:10]=[N:9]3)=[CH:13][C:14]=2[N:18]=[N:17]1, predict the reactants needed to synthesize it. The reactants are: [NH2:1][C:2]1[N:3]=[C:4]([C:28]2[O:29][CH:30]=[CH:31][CH:32]=2)[C:5]2[N:10]=[N:9][N:8]([CH2:11][C:12]3[CH:27]=[CH:26][C:15]4[N:16](C(OC(C)(C)C)=O)[N:17]=[N:18][C:14]=4[CH:13]=3)[C:6]=2[N:7]=1.C1COCC1.CNC.